Dataset: Full USPTO retrosynthesis dataset with 1.9M reactions from patents (1976-2016). Task: Predict the reactants needed to synthesize the given product. Given the product [C:18]([O:22][C:23]([N:25]1[CH2:30][CH2:29][CH:28]([C:31]([C:14]2[S:13][C:12]([CH2:15][O:16][CH3:17])=[CH:11][C:10]=2[Br:9])=[O:36])[CH2:27][CH2:26]1)=[O:24])([CH3:21])([CH3:20])[CH3:19], predict the reactants needed to synthesize it. The reactants are: C([N-]C(C)C)(C)C.[Li+].[Br:9][C:10]1[CH:11]=[C:12]([CH2:15][O:16][CH3:17])[S:13][CH:14]=1.[C:18]([O:22][C:23]([N:25]1[CH2:30][CH2:29][CH:28]([C:31](=[O:36])N(OC)C)[CH2:27][CH2:26]1)=[O:24])([CH3:21])([CH3:20])[CH3:19].